From a dataset of Catalyst prediction with 721,799 reactions and 888 catalyst types from USPTO. Predict which catalyst facilitates the given reaction. (1) Reactant: [NH2:1][C:2]1[CH:3]=[C:4]([CH:18]=[CH:19][CH:20]=1)[C:5]([C:7]1[N:8]=[CH:9][N:10]([S:12]([N:15]([CH3:17])[CH3:16])(=[O:14])=[O:13])[CH:11]=1)=O.[CH:21]([Mg]Cl)([CH3:23])[CH3:22].CCOCC.[Cl-].[NH4+]. Product: [NH2:1][C:2]1[CH:3]=[C:4]([C:5]([C:7]2[N:8]=[CH:9][N:10]([S:12]([N:15]([CH3:17])[CH3:16])(=[O:14])=[O:13])[CH:11]=2)=[C:21]([CH3:23])[CH3:22])[CH:18]=[CH:19][CH:20]=1. The catalyst class is: 7. (2) Reactant: [H-].[Na+].CC(N(C)C)=O.[CH3:9][C:10]([OH:17])([CH2:14][CH2:15][CH3:16])[CH2:11][CH:12]=[CH2:13].[CH2:18](Br)[C:19]1[CH:24]=[CH:23][CH:22]=[CH:21][CH:20]=1. Product: [CH3:9][C:10]([O:17][CH2:18][C:19]1[CH:24]=[CH:23][CH:22]=[CH:21][CH:20]=1)([CH2:14][CH2:15][CH3:16])[CH2:11][CH:12]=[CH2:13]. The catalyst class is: 6.